From a dataset of Peptide-MHC class I binding affinity with 185,985 pairs from IEDB/IMGT. Regression. Given a peptide amino acid sequence and an MHC pseudo amino acid sequence, predict their binding affinity value. This is MHC class I binding data. The peptide sequence is RMLPKLAEF. The MHC is HLA-A69:01 with pseudo-sequence HLA-A69:01. The binding affinity (normalized) is 0.0847.